From a dataset of Catalyst prediction with 721,799 reactions and 888 catalyst types from USPTO. Predict which catalyst facilitates the given reaction. (1) Reactant: CCCC[N+](CCCC)(CCCC)CCCC.[F-].[Br:19][C:20]1[S:24][C:23]([C:25](=[NH:29])[N:26]([CH3:28])[CH3:27])=[C:22]([C:30]#[N:31])[C:21]=1[Si](C)(C)C.CCOC(C)=O. Product: [Br:19][C:20]1[S:24][C:23]([C:25](=[NH:29])[N:26]([CH3:28])[CH3:27])=[C:22]([C:30]#[N:31])[CH:21]=1. The catalyst class is: 1. (2) Reactant: [CH3:1][NH:2][CH2:3][CH:4]([C:17]1[CH:22]=[CH:21][CH:20]=[CH:19][CH:18]=1)[O:5][C:6]1[C:11]([C:12](O)=[O:13])=[CH:10][N:9]=[C:8]([S:15][CH3:16])[N:7]=1.C(N(CC)CC)C.F[P-](F)(F)(F)(F)F.N1(OC(N(C)C)=[N+](C)C)C2N=CC=CC=2N=N1. Product: [CH3:1][N:2]1[C:12](=[O:13])[C:11]2[CH:10]=[N:9][C:8]([S:15][CH3:16])=[N:7][C:6]=2[O:5][CH:4]([C:17]2[CH:22]=[CH:21][CH:20]=[CH:19][CH:18]=2)[CH2:3]1. The catalyst class is: 2. (3) Reactant: [Cl:1][C:2]1[CH:7]=[CH:6][C:5]([F:8])=[CH:4][C:3]=1[CH2:9]O.P(Br)(Br)[Br:12]. Product: [Br:12][CH2:9][C:3]1[CH:4]=[C:5]([F:8])[CH:6]=[CH:7][C:2]=1[Cl:1]. The catalyst class is: 149. (4) Product: [CH3:1][C:2]1[CH:3]=[C:4]([CH:26]=[CH:27][CH:28]=1)[O:5][C:6]1[CH:7]=[C:8]([CH:23]=[CH:24][CH:25]=1)[CH2:9][O:10][C:11]1[CH:16]=[CH:15][C:14]([CH2:17][CH2:18][C:19]([OH:21])=[O:20])=[CH:13][CH:12]=1. Reactant: [CH3:1][C:2]1[CH:3]=[C:4]([CH:26]=[CH:27][CH:28]=1)[O:5][C:6]1[CH:7]=[C:8]([CH:23]=[CH:24][CH:25]=1)[CH2:9][O:10][C:11]1[CH:16]=[CH:15][C:14]([CH2:17][CH2:18][C:19]([O:21]C)=[O:20])=[CH:13][CH:12]=1.[OH-].[Na+].O.Cl. The catalyst class is: 111.